This data is from Forward reaction prediction with 1.9M reactions from USPTO patents (1976-2016). The task is: Predict the product of the given reaction. Given the reactants Br[C:2]1[CH:3]=[C:4]([C:8]2[N:13]=[C:12]([C:14]3[CH:19]=[CH:18][C:17]([Cl:20])=[CH:16][C:15]=3[Cl:21])[CH:11]=[C:10]([C:22]([F:25])([F:24])[F:23])[N:9]=2)[CH:5]=[CH:6][CH:7]=1.[C:26]([NH:30][S:31]([C:34]1[S:35][C:36](B2OC(C)(C)C(C)(C)O2)=[CH:37][CH:38]=1)(=[O:33])=[O:32])([CH3:29])([CH3:28])[CH3:27], predict the reaction product. The product is: [C:26]([NH:30][S:31]([C:34]1[S:35][C:36]([C:2]2[CH:7]=[CH:6][CH:5]=[C:4]([C:8]3[N:9]=[C:10]([C:22]([F:24])([F:23])[F:25])[CH:11]=[C:12]([C:14]4[CH:19]=[CH:18][C:17]([Cl:20])=[CH:16][C:15]=4[Cl:21])[N:13]=3)[CH:3]=2)=[CH:37][CH:38]=1)(=[O:32])=[O:33])([CH3:29])([CH3:27])[CH3:28].